Predict the reaction yield, written as a fraction of the theoretical maximum amount of product (1.0 means a 100% yield; for example, 0.34 means a 34% yield). From a dataset of Reaction yield outcomes from USPTO patents with 853,638 reactions. (1) The reactants are [C:1]1([C:7]2[N:11]([S:12]([C:15]3[S:16][CH:17]=[CH:18][CH:19]=3)(=[O:14])=[O:13])[CH:10]=[C:9]([C:20](OCC)=[O:21])[CH:8]=2)[CH:6]=[CH:5][CH:4]=[CH:3][CH:2]=1.[H-].C([Al+]CC(C)C)C(C)C.Cl. The catalyst is O1CCCC1.C1(C)C=CC=CC=1. The product is [C:1]1([C:7]2[N:11]([S:12]([C:15]3[S:16][CH:17]=[CH:18][CH:19]=3)(=[O:14])=[O:13])[CH:10]=[C:9]([CH2:20][OH:21])[CH:8]=2)[CH:2]=[CH:3][CH:4]=[CH:5][CH:6]=1. The yield is 0.840. (2) The yield is 0.760. The product is [Br:1][C:2]1[CH:3]=[C:4]2[C:10]([C:25]3[CH:26]=[CH:27][C:34]([OH:37])=[CH:23][CH:24]=3)=[C:9]([CH3:40])[N:8]([S:12]([C:15]3[CH:21]=[CH:20][C:18]([CH3:19])=[CH:17][CH:16]=3)(=[O:14])=[O:13])[C:5]2=[N:6][CH:7]=1. The catalyst is Cl[Pd](Cl)([P](C1C=CC=CC=1)(C1C=CC=CC=1)C1C=CC=CC=1)[P](C1C=CC=CC=1)(C1C=CC=CC=1)C1C=CC=CC=1. The reactants are [Br:1][C:2]1[CH:3]=[C:4]2[C:10](I)=[CH:9][N:8]([S:12]([C:15]3[CH:21]=[CH:20][C:18]([CH3:19])=[CH:17][CH:16]=3)(=[O:14])=[O:13])[C:5]2=[N:6][CH:7]=1.N1C2[C:25](=[CH:26][C:27](B(O)O)=CC=2)[CH:24]=[CH:23]1.[C:34]([O-:37])([O-])=O.[Na+].[Na+].[CH3:40]C#N. (3) The reactants are Br[C:2]1[CH:23]=[CH:22][C:5]([C:6]([NH:8][S:9]([C:12]2[CH:17]=[CH:16][CH:15]=[CH:14][C:13]=2[S:18](=[O:21])(=[O:20])[NH2:19])(=[O:11])=[O:10])=[O:7])=[CH:4][C:3]=1[O:24][CH3:25].[C:26]([C:28]1[CH:33]=[CH:32][CH:31]=[C:30]([F:34])[CH:29]=1)#[CH:27]. No catalyst specified. The product is [F:34][C:30]1[CH:29]=[C:28]([C:26]#[C:27][C:2]2[CH:23]=[CH:22][C:5]([C:6]([NH:8][S:9]([C:12]3[CH:17]=[CH:16][CH:15]=[CH:14][C:13]=3[S:18](=[O:21])(=[O:20])[NH2:19])(=[O:11])=[O:10])=[O:7])=[CH:4][C:3]=2[O:24][CH3:25])[CH:33]=[CH:32][CH:31]=1. The yield is 0.390. (4) The reactants are [Br:1][C:2]1[CH:3]=[C:4]([N:8]2[CH2:13][CH2:12][CH:11]([C:14]([O:16]CC)=[O:15])[CH2:10][CH2:9]2)[CH:5]=[CH:6][CH:7]=1.[OH-].[Na+]. The catalyst is C1COCC1.CO. The product is [Br:1][C:2]1[CH:3]=[C:4]([N:8]2[CH2:9][CH2:10][CH:11]([C:14]([OH:16])=[O:15])[CH2:12][CH2:13]2)[CH:5]=[CH:6][CH:7]=1. The yield is 0.850. (5) The reactants are [C:1]([NH:8][CH2:9][C:10](=[O:16])[CH2:11][CH2:12][C:13]([OH:15])=[O:14])([O:3][C:4]([CH3:7])([CH3:6])[CH3:5])=[O:2].Br[CH:18]([C:26]1[CH:31]=[CH:30][CH:29]=[CH:28][CH:27]=1)[C:19]([O:21][C:22]([CH3:25])([CH3:24])[CH3:23])=[O:20].C(N(CC)CC)C. The catalyst is C(OCC)(=O)C. The product is [C:1]([NH:8][CH2:9][C:10](=[O:16])[CH2:11][CH2:12][C:13]([O:15][CH:18]([C:26]1[CH:31]=[CH:30][CH:29]=[CH:28][CH:27]=1)[C:19]([O:21][C:22]([CH3:25])([CH3:23])[CH3:24])=[O:20])=[O:14])([O:3][C:4]([CH3:7])([CH3:6])[CH3:5])=[O:2]. The yield is 0.780. (6) The reactants are [CH3:1][C:2]1[N:10]=[C:9]2[C:5]([N:6]=[CH:7][N:8]2C2CCCCO2)=[C:4]([C:17]2[C:18]([NH:34][C:35]3[CH:36]=[CH:37][C:38]([NH:41]C(=O)C)=[N:39][CH:40]=3)=[N:19][CH:20]=[C:21]([CH2:23][C:24]3[CH:29]=[CH:28][C:27]([S:30]([CH3:33])(=[O:32])=[O:31])=[CH:26][CH:25]=3)[CH:22]=2)[N:3]=1.[C:45]([OH:51])([C:47]([F:50])([F:49])[F:48])=[O:46].C(N)(=O)C. The catalyst is C(Cl)Cl. The product is [F:48][C:47]([F:50])([F:49])[C:45]([OH:51])=[O:46].[F:48][C:47]([F:50])([F:49])[C:45]([OH:51])=[O:46].[CH3:1][C:2]1[N:10]=[C:9]2[C:5]([N:6]=[CH:7][NH:8]2)=[C:4]([C:17]2[C:18]([NH:34][C:35]3[CH:36]=[CH:37][C:38]([NH2:41])=[N:39][CH:40]=3)=[N:19][CH:20]=[C:21]([CH2:23][C:24]3[CH:25]=[CH:26][C:27]([S:30]([CH3:33])(=[O:32])=[O:31])=[CH:28][CH:29]=3)[CH:22]=2)[N:3]=1. The yield is 0.112. (7) The reactants are ClC1C=CC=C(C(OO)=[O:9])C=1.[Cl:12][C:13]1[CH:18]=[C:17]([C:19]2[N:23]=[C:22]([CH3:24])[O:21][N:20]=2)[CH:16]=[CH:15][C:14]=1[C:25]1[C:36](=[O:37])[N:35]([CH2:38][CH3:39])[C:28]2[N:29]=[C:30]([S:33][CH3:34])[N:31]=[CH:32][C:27]=2[CH:26]=1.C([O-])([O-])=O.[K+].[K+]. The catalyst is C(Cl)Cl. The product is [Cl:12][C:13]1[CH:18]=[C:17]([C:19]2[N:23]=[C:22]([CH3:24])[O:21][N:20]=2)[CH:16]=[CH:15][C:14]=1[C:25]1[C:36](=[O:37])[N:35]([CH2:38][CH3:39])[C:28]2[N:29]=[C:30]([S:33]([CH3:34])=[O:9])[N:31]=[CH:32][C:27]=2[CH:26]=1. The yield is 0.980.